Dataset: Catalyst prediction with 721,799 reactions and 888 catalyst types from USPTO. Task: Predict which catalyst facilitates the given reaction. Product: [CH3:1][C@:2]1([NH:20][C:21](=[O:27])[O:22][C:23]([CH3:26])([CH3:25])[CH3:24])[CH2:6][CH2:5][N:4]([C@@H:7]([C:12]2[CH:17]=[CH:16][C:15]3[N:14]([C:43]([C:39]4[CH:38]=[CH:37][C:36]5[C:41](=[CH:42][C:33]([O:32][CH2:31][CH2:30][O:29][CH3:28])=[CH:34][CH:35]=5)[N:40]=4)=[N:19][N:18]=3)[CH:13]=2)[C:8]([F:9])([F:10])[F:11])[CH2:3]1. Reactant: [CH3:1][C@:2]1([NH:20][C:21](=[O:27])[O:22][C:23]([CH3:26])([CH3:25])[CH3:24])[CH2:6][CH2:5][N:4]([C@@H:7]([C:12]2[CH:13]=[N:14][C:15]([NH:18][NH2:19])=[CH:16][CH:17]=2)[C:8]([F:11])([F:10])[F:9])[CH2:3]1.[CH3:28][O:29][CH2:30][CH2:31][O:32][C:33]1[CH:42]=[C:41]2[C:36]([CH:37]=[CH:38][C:39]([CH:43]=O)=[N:40]2)=[CH:35][CH:34]=1.C(O)(=O)C.C(O)(=O)C.I(C1C=CC=CC=1)=O. The catalyst class is: 14.